Dataset: Full USPTO retrosynthesis dataset with 1.9M reactions from patents (1976-2016). Task: Predict the reactants needed to synthesize the given product. Given the product [ClH:90].[NH:23]1[C:19]2[CH:18]=[CH:17][C:16]([C:12]3[CH:11]=[C:10]([CH2:9][NH:8][CH:5]4[CH2:6][CH2:7][C:2]([CH3:44])([CH3:1])[CH2:3][CH2:4]4)[CH:15]=[CH:14][CH:13]=3)=[CH:43][C:20]=2[N:21]=[CH:22]1, predict the reactants needed to synthesize it. The reactants are: [CH3:1][C:2]1([CH3:44])[CH2:7][CH2:6][CH:5]([NH:8][CH2:9][C:10]2[CH:15]=[CH:14][CH:13]=[C:12]([C:16]3[CH:17]=[CH:18][C:19]4[N:23]=[CH:22][N:21](C(C5C=CC=CC=5)(C5C=CC=CC=5)C5C=CC=CC=5)[C:20]=4[CH:43]=3)[CH:11]=2)[CH2:4][CH2:3]1.CC1(C)CCC(NCC2C=CC=C(C3C=CC4N(C(C5C=CC=CC=5)(C5C=CC=CC=5)C5C=CC=CC=5)C=NC=4C=3)C=2)CC1.O.[ClH:90].